The task is: Predict the reactants needed to synthesize the given product.. This data is from Full USPTO retrosynthesis dataset with 1.9M reactions from patents (1976-2016). (1) Given the product [O:23]1[CH2:28][CH2:27][N:26]([S:29]([C:32]2[CH:39]=[CH:38][C:35]([CH2:36][NH:1][C:2]3[CH:3]=[C:4]4[C:9](=[CH:10][CH:11]=3)[N:8]=[CH:7][C:6]([C:12]#[N:13])=[C:5]4[NH:14][C:15]3[CH:20]=[CH:19][C:18]([F:21])=[C:17]([Cl:22])[CH:16]=3)=[CH:34][CH:33]=2)(=[O:31])=[O:30])[CH2:25][CH2:24]1, predict the reactants needed to synthesize it. The reactants are: [NH2:1][C:2]1[CH:3]=[C:4]2[C:9](=[CH:10][CH:11]=1)[N:8]=[CH:7][C:6]([C:12]#[N:13])=[C:5]2[NH:14][C:15]1[CH:20]=[CH:19][C:18]([F:21])=[C:17]([Cl:22])[CH:16]=1.[O:23]1[CH2:28][CH2:27][N:26]([S:29]([C:32]2[CH:39]=[CH:38][C:35]([CH:36]=O)=[CH:34][CH:33]=2)(=[O:31])=[O:30])[CH2:25][CH2:24]1.[BH3-]C#N.[Na+]. (2) Given the product [C:1]([O:5][C:6]([N:8]1[CH2:13][CH2:12][N:11]([S:14]([C:17]2[CH:22]=[CH:21][C:20]([O:23][C:24]([F:27])([F:26])[F:25])=[CH:19][CH:18]=2)(=[O:16])=[O:15])[C@@H:10]([C:28](=[O:29])[NH:59][CH2:58][C:57]2[CH:60]=[CH:61][C:62]([O:63][C:64]([F:65])([F:66])[F:67])=[C:55]([F:54])[CH:56]=2)[CH2:9]1)=[O:7])([CH3:4])([CH3:3])[CH3:2], predict the reactants needed to synthesize it. The reactants are: [C:1]([O:5][C:6]([N:8]1[CH2:13][CH2:12][N:11]([S:14]([C:17]2[CH:22]=[CH:21][C:20]([O:23][C:24]([F:27])([F:26])[F:25])=[CH:19][CH:18]=2)(=[O:16])=[O:15])[C@@H:10]([C:28](O)=[O:29])[CH2:9]1)=[O:7])([CH3:4])([CH3:3])[CH3:2].Cl.C(N=C=NCCCN(C)C)C.O.ON1C2C=CC=CC=2N=N1.[F:54][C:55]1[CH:56]=[C:57]([CH:60]=[CH:61][C:62]=1[O:63][C:64]([F:67])([F:66])[F:65])[CH2:58][NH2:59].